This data is from PAMPA (Parallel Artificial Membrane Permeability Assay) permeability data from NCATS. The task is: Regression/Classification. Given a drug SMILES string, predict its absorption, distribution, metabolism, or excretion properties. Task type varies by dataset: regression for continuous measurements (e.g., permeability, clearance, half-life) or binary classification for categorical outcomes (e.g., BBB penetration, CYP inhibition). Dataset: pampa_ncats. The compound is C1COCCN1C(=O)C2=NC(=C3N2C=CN=C3)C4=C(C=C(C=C4)Cl)Cl. The result is 1 (high permeability).